Dataset: Forward reaction prediction with 1.9M reactions from USPTO patents (1976-2016). Task: Predict the product of the given reaction. (1) Given the reactants [F:1][C:2]1[CH:3]=[C:4]2[C:9](=[CH:10][CH:11]=1)[N:8]([C@H:12]([CH3:31])[C:13]([N:15]1[CH2:20][CH2:19][N:18]([C:21]3[CH:26]=[CH:25][C:24]([S:27]([NH2:30])(=[O:29])=[O:28])=[CH:23][CH:22]=3)[CH2:17][CH2:16]1)=[O:14])[CH2:7][CH2:6][CH2:5]2.C(N(CC)CC)C.Cl[C:40]([O:42][CH3:43])=[O:41].C(#N)C, predict the reaction product. The product is: [F:1][C:2]1[CH:3]=[C:4]2[C:9](=[CH:10][CH:11]=1)[N:8]([C@H:12]([CH3:31])[C:13]([N:15]1[CH2:16][CH2:17][N:18]([C:21]3[CH:26]=[CH:25][C:24]([S:27]([NH:30][C:40](=[O:41])[O:42][CH3:43])(=[O:28])=[O:29])=[CH:23][CH:22]=3)[CH2:19][CH2:20]1)=[O:14])[CH2:7][CH2:6][CH2:5]2. (2) Given the reactants [S:1]1[C:5]2[CH:6]=[CH:7][CH:8]=[CH:9][C:4]=2[N:3]=[C:2]1[N:10](COCC[Si](C)(C)C)[C:11]([C:13]1[CH:14]=[CH:15][CH:16]=[C:17]2[C:22]=1[CH2:21][N:20]([C:23]1[S:24][C:25]([CH2:32][N:33]3[CH2:38][CH2:37][N:36]([C:39]4[CH:44]=[CH:43][CH:42]=[CH:41][CH:40]=4)[CH2:35][CH2:34]3)=[C:26]([C:28]([O:30]C)=[O:29])[N:27]=1)[CH2:19][CH2:18]2)=[O:12].Cl.CCOCC, predict the reaction product. The product is: [S:1]1[C:5]2[CH:6]=[CH:7][CH:8]=[CH:9][C:4]=2[N:3]=[C:2]1[NH:10][C:11]([C:13]1[CH:14]=[CH:15][CH:16]=[C:17]2[C:22]=1[CH2:21][N:20]([C:23]1[S:24][C:25]([CH2:32][N:33]3[CH2:34][CH2:35][N:36]([C:39]4[CH:40]=[CH:41][CH:42]=[CH:43][CH:44]=4)[CH2:37][CH2:38]3)=[C:26]([C:28]([OH:30])=[O:29])[N:27]=1)[CH2:19][CH2:18]2)=[O:12]. (3) Given the reactants [OH:1][C:2]1[C:9]([O:10]C)=[CH:8][C:5]([C:6]#[N:7])=[C:4](/[CH:12]=[CH:13]/[C:14]2[CH:19]=[CH:18][C:17]([CH3:20])=[CH:16][CH:15]=2)[C:3]=1[C:21]#[N:22].BrC1C(C#N)=C(O)C(OC)=CC=1C#N.CC1C=CC(/C=C/B(O)O)=CC=1, predict the reaction product. The product is: [OH:1][C:2]1[C:9]([OH:10])=[CH:8][C:5]([C:6]#[N:7])=[C:4](/[CH:12]=[CH:13]/[C:14]2[CH:19]=[CH:18][C:17]([CH3:20])=[CH:16][CH:15]=2)[C:3]=1[C:21]#[N:22]. (4) Given the reactants C([Li])CCC.O1C=CC=C1.BrCCCBr.Br[CH2:17][CH2:18][CH2:19][C:20]1[O:21][CH:22]=[CH:23][CH:24]=1.[N-:25]=[N+:26]=[N-:27].[Na+], predict the reaction product. The product is: [N:25]([CH2:17][CH2:18][CH2:19][C:20]1[O:21][CH:22]=[CH:23][CH:24]=1)=[N+:26]=[N-:27]. (5) Given the reactants [H-].[K+:2].[CH3:3][Si:4]([CH3:14])([CH3:13])[O:5][CH2:6][CH2:7][C:8]1[CH2:12][CH:11]=[CH:10][CH:9]=1, predict the reaction product. The product is: [CH3:13][Si:4]([CH3:3])([CH3:14])[O:5][CH2:6][CH2:7][C-:8]1[CH:12]=[CH:11][CH:10]=[CH:9]1.[K+:2].